From a dataset of Peptide-MHC class II binding affinity with 134,281 pairs from IEDB. Regression. Given a peptide amino acid sequence and an MHC pseudo amino acid sequence, predict their binding affinity value. This is MHC class II binding data. (1) The peptide sequence is EVFFQRLGIASGRARY. The MHC is DRB1_0405 with pseudo-sequence DRB1_0405. The binding affinity (normalized) is 0.593. (2) The peptide sequence is QNLARTISEAGQAMA. The MHC is HLA-DPA10201-DPB11401 with pseudo-sequence HLA-DPA10201-DPB11401. The binding affinity (normalized) is 0.522. (3) The peptide sequence is GLFGGLNWITKVIMG. The MHC is HLA-DQA10501-DQB10303 with pseudo-sequence HLA-DQA10501-DQB10303. The binding affinity (normalized) is 0. (4) The MHC is DRB1_1301 with pseudo-sequence DRB1_1301. The peptide sequence is SELQMSWLPLCVRLE. The binding affinity (normalized) is 0.532. (5) The binding affinity (normalized) is 0. The MHC is HLA-DQA10101-DQB10501 with pseudo-sequence HLA-DQA10101-DQB10501. The peptide sequence is ATAGTTVYGAY. (6) The MHC is DRB1_0701 with pseudo-sequence DRB1_0701. The binding affinity (normalized) is 0.176. The peptide sequence is GELELQFRRVKCKYP. (7) The peptide sequence is TPESATPFPHRKGVL. The MHC is HLA-DQA10104-DQB10503 with pseudo-sequence HLA-DQA10104-DQB10503. The binding affinity (normalized) is 0.662.